From a dataset of Reaction yield outcomes from USPTO patents with 853,638 reactions. Predict the reaction yield, written as a fraction of the theoretical maximum amount of product (1.0 means a 100% yield; for example, 0.34 means a 34% yield). (1) The reactants are [NH2:1][C:2]1[CH:3]=[C:4]2[C:9](=[CH:10][C:11]=1[NH:12][CH2:13][CH3:14])[N:8]=[CH:7][N:6]=[C:5]2[N:15]1[CH2:20][CH2:19][N:18]([C:21](=[S:30])[NH:22][CH2:23][C:24]2[CH:29]=[CH:28][CH:27]=[CH:26][CH:25]=2)[CH2:17][CH2:16]1.C(N(CC)CC)C.[C:38](OC(=O)C)(=[O:40])[CH3:39].[Cl-].[Na+]. The catalyst is CN(C)C=O.O. The product is [C:38]([NH:1][C:2]1[CH:3]=[C:4]2[C:9](=[CH:10][C:11]=1[NH:12][CH2:13][CH3:14])[N:8]=[CH:7][N:6]=[C:5]2[N:15]1[CH2:20][CH2:19][N:18]([C:21](=[S:30])[NH:22][CH2:23][C:24]2[CH:29]=[CH:28][CH:27]=[CH:26][CH:25]=2)[CH2:17][CH2:16]1)(=[O:40])[CH3:39]. The yield is 0.270. (2) The reactants are C[O:2][C:3]1[CH:8]=[CH:7][C:6]([P:9](=[O:28])([C:20]2[CH:25]=[CH:24][C:23]([O:26]C)=[CH:22][CH:21]=2)[C:10]2[C:19]3[C:14](=[CH:15][CH:16]=[CH:17][CH:18]=3)[CH:13]=[CH:12][CH:11]=2)=[CH:5][CH:4]=1.Br.[Br-].[K+].S([O-])([O-])=O.[Na+].[Na+].CBr. No catalyst specified. The product is [OH:2][C:3]1[CH:8]=[CH:7][C:6]([P:9](=[O:28])([C:20]2[CH:21]=[CH:22][C:23]([OH:26])=[CH:24][CH:25]=2)[C:10]2[C:19]3[C:14](=[CH:15][CH:16]=[CH:17][CH:18]=3)[CH:13]=[CH:12][CH:11]=2)=[CH:5][CH:4]=1. The yield is 0.820. (3) The reactants are [NH2:1][C:2]1[C:3]2[C:10]([C:11]3[CH:16]=[CH:15][C:14]([Cl:17])=[CH:13][CH:12]=3)=[CH:9][N:8]([C:18]3[CH:19]=[C:20]([CH:23]=[CH:24][CH:25]=3)[CH:21]=O)[C:4]=2[N:5]=[CH:6][N:7]=1.[N:26]1([C:30](=[O:34])[CH2:31][C:32]#[N:33])[CH2:29][CH2:28][CH2:27]1.N12CCCN=C1CCCCC2. The product is [NH2:1][C:2]1[C:3]2[C:10]([C:11]3[CH:16]=[CH:15][C:14]([Cl:17])=[CH:13][CH:12]=3)=[CH:9][N:8]([C:18]3[CH:19]=[C:20](/[CH:21]=[C:31](/[C:30]([N:26]4[CH2:29][CH2:28][CH2:27]4)=[O:34])\[C:32]#[N:33])[CH:23]=[CH:24][CH:25]=3)[C:4]=2[N:5]=[CH:6][N:7]=1. The catalyst is CC(O)C. The yield is 0.820. (4) The reactants are [NH2:1][C:2]1[CH:7]=[CH:6][C:5]([OH:8])=[CH:4][CH:3]=1.[Cl:9][C:10]1[C:19]2[C:14](=[CH:15][CH:16]=[CH:17][CH:18]=2)[C:13]([C:20]2[CH:25]=[CH:24][C:23]([O:26][CH3:27])=[CH:22][CH:21]=2)=[N:12][N:11]=1.C(O)(CC)C. The catalyst is C(OCC)C. The product is [ClH:9].[CH3:27][O:26][C:23]1[CH:22]=[CH:21][C:20]([C:13]2[C:14]3[C:19](=[CH:18][CH:17]=[CH:16][CH:15]=3)[C:10]([NH:1][C:2]3[CH:7]=[CH:6][C:5]([OH:8])=[CH:4][CH:3]=3)=[N:11][N:12]=2)=[CH:25][CH:24]=1. The yield is 1.00. (5) The reactants are [Cl:1][C:2]1[C:3]([F:45])=[C:4]([C@@H:8]2[C@:12]([C:15]3[CH:20]=[CH:19][C:18]([Cl:21])=[CH:17][C:16]=3[F:22])([C:13]#[N:14])[C@H:11]([CH2:23][C:24]([CH3:27])([CH3:26])[CH3:25])[NH:10][C@H:9]2[C:28]([NH:30][C:31]2[CH:39]=[CH:38][C:34]([C:35]([OH:37])=[O:36])=[CH:33][C:32]=2[O:40][C:41](F)(F)F)=[O:29])[CH:5]=[CH:6][CH:7]=1.[CH3:46][C:47]([OH:49])=[O:48].C(O[BH-](O[C:60](=O)[CH3:61])OC(=O)C)(=O)C.[Na+].[Li+].[OH-].[CH2:66]1[CH2:70]OC[CH2:67]1. The catalyst is [OH-].[Na+]. The product is [Cl:1][C:2]1[C:3]([F:45])=[C:4]([C@H:8]2[C@H:9]3[N:10]([C@H:67]([C@@H:66]4[CH2:70][C@H:46]4[C:47]([O:49][CH2:60][CH3:61])=[O:48])[N:30]([C:31]4[CH:39]=[CH:38][C:34]([C:35]([OH:37])=[O:36])=[CH:33][C:32]=4[O:40][CH3:41])[C:28]3=[O:29])[C@@H:11]([CH2:23][C:24]([CH3:27])([CH3:25])[CH3:26])[C@@:12]2([C:15]2[CH:20]=[CH:19][C:18]([Cl:21])=[CH:17][C:16]=2[F:22])[C:13]#[N:14])[CH:5]=[CH:6][CH:7]=1. The yield is 0.0194. (6) The reactants are [CH2:1]([O:8][C:9]1[CH:14]=[CH:13][N:12]([C:15]2[CH:16]=[C:17]3[C:21](=[CH:22][CH:23]=2)[N:20]([CH3:24])[C:19]2[CH2:25][N:26](C(OC(C)(C)C)=O)[CH2:27][CH2:28][C:18]3=2)[C:11](=[O:36])[CH:10]=1)[C:2]1[CH:7]=[CH:6][CH:5]=[CH:4][CH:3]=1.[ClH:37]. The catalyst is CO.CCOCC. The product is [ClH:37].[CH2:1]([O:8][C:9]1[CH:14]=[CH:13][N:12]([C:15]2[CH:16]=[C:17]3[C:21](=[CH:22][CH:23]=2)[N:20]([CH3:24])[C:19]2[CH2:25][NH:26][CH2:27][CH2:28][C:18]3=2)[C:11](=[O:36])[CH:10]=1)[C:2]1[CH:3]=[CH:4][CH:5]=[CH:6][CH:7]=1. The yield is 0.980.